Dataset: Reaction yield outcomes from USPTO patents with 853,638 reactions. Task: Predict the reaction yield, written as a fraction of the theoretical maximum amount of product (1.0 means a 100% yield; for example, 0.34 means a 34% yield). (1) The reactants are Br[C:2]1[S:10][C:9]2[C:4](=[N:5][CH:6]=[CH:7][C:8]=2[O:11][C:12]2[CH:17]=[CH:16][C:15]([N+:18]([O-:20])=[O:19])=[CH:14][C:13]=2[F:21])[CH:3]=1.[OH:22][C:23]1[CH:28]=[CH:27][C:26](B(O)O)=[CH:25][CH:24]=1.[F-].[Cs+].C(=O)(O)[O-].[Na+]. The catalyst is COCCOC.O. The product is [F:21][C:13]1[CH:14]=[C:15]([N+:18]([O-:20])=[O:19])[CH:16]=[CH:17][C:12]=1[O:11][C:8]1[CH:7]=[CH:6][N:5]=[C:4]2[CH:3]=[C:2]([C:26]3[CH:27]=[CH:28][C:23]([OH:22])=[CH:24][CH:25]=3)[S:10][C:9]=12. The yield is 0.620. (2) The reactants are [CH3:1][C:2]([C:6]1[NH:10][N:9]=[C:8]([C:11]2[CH:16]=[CH:15][CH:14]=[CH:13][CH:12]=2)[N:7]=1)([CH3:5])[CH2:3][NH2:4].[F:17][C:18]([F:34])([F:33])[C:19]1[O:23][N:22]=[C:21]([C:24]2[CH:25]=[N:26][CH:27]=[C:28]([CH:32]=2)[C:29](O)=[O:30])[N:20]=1. No catalyst specified. The product is [CH3:5][C:2]([C:6]1[NH:10][N:9]=[C:8]([C:11]2[CH:16]=[CH:15][CH:14]=[CH:13][CH:12]=2)[N:7]=1)([CH3:1])[CH2:3][NH:4][C:29](=[O:30])[C:28]1[CH:32]=[C:24]([C:21]2[N:20]=[C:19]([C:18]([F:34])([F:33])[F:17])[O:23][N:22]=2)[CH:25]=[N:26][CH:27]=1. The yield is 0.230.